From a dataset of Peptide-MHC class I binding affinity with 185,985 pairs from IEDB/IMGT. Regression. Given a peptide amino acid sequence and an MHC pseudo amino acid sequence, predict their binding affinity value. This is MHC class I binding data. (1) The peptide sequence is AVVADLSAR. The MHC is HLA-A68:01 with pseudo-sequence HLA-A68:01. The binding affinity (normalized) is 0.828. (2) The peptide sequence is RPRPRTPEW. The MHC is HLA-A24:03 with pseudo-sequence HLA-A24:03. The binding affinity (normalized) is 0.213. (3) The peptide sequence is LPVFATIGL. The MHC is HLA-B38:01 with pseudo-sequence HLA-B38:01. The binding affinity (normalized) is 0.0847. (4) The binding affinity (normalized) is 0.474. The peptide sequence is TIREFPRKDK. The MHC is HLA-A31:01 with pseudo-sequence HLA-A31:01. (5) The peptide sequence is ASKSASVYY. The MHC is HLA-A30:02 with pseudo-sequence HLA-A30:02. The binding affinity (normalized) is 0.892.